The task is: Predict the product of the given reaction.. This data is from Forward reaction prediction with 1.9M reactions from USPTO patents (1976-2016). (1) Given the reactants [BH4-].[Na+].C(N)CN.[CH3:7][O:8][C:9](=[O:25])[CH2:10][CH2:11][CH2:12][C:13]#[C:14][CH2:15][N:16]1[C:21](=[O:22])[CH2:20][CH2:19][CH2:18][C@@H:17]1[CH2:23][OH:24].[H][H], predict the reaction product. The product is: [CH3:7][O:8][C:9](=[O:25])[CH2:10][CH2:11][CH2:12][CH:13]=[CH:14][CH2:15][N:16]1[C:21](=[O:22])[CH2:20][CH2:19][CH2:18][C@@H:17]1[CH2:23][OH:24]. (2) Given the reactants [CH3:1][O:2][C:3]1([O:22][CH3:23])[CH2:20][CH2:19][C:18]2[C@@H:17]3[C@H:8]([C@H:9]4[C@@:13]([CH2:15][CH2:16]3)([CH3:14])[C:12](=[O:21])[CH2:11][CH2:10]4)[CH2:7][CH2:6][C:5]=2[CH2:4]1.C([N-]C(C)C)(C)C.[Li+].[CH3:32][Si:33]([CH3:36])([CH3:35])Cl.C(=O)(O)[O-].[Na+], predict the reaction product. The product is: [CH3:23][O:22][C:3]1([O:2][CH3:1])[CH2:20][CH2:19][C:18]2[C@@H:17]3[C@H:8]([C@H:9]4[C@@:13]([CH2:15][CH2:16]3)([CH3:14])[C:12]([O:21][Si:33]([CH3:36])([CH3:35])[CH3:32])=[CH:11][CH2:10]4)[CH2:7][CH2:6][C:5]=2[CH2:4]1. (3) Given the reactants [C:1]([O:5][C:6]([N:8]([CH3:21])[C@@H:9]1[CH2:13][CH2:12][C@H:11]([C:14]([O:16]/[N:17]=[C:18](/[NH2:20])\[CH3:19])=O)[CH2:10]1)=[O:7])([CH3:4])([CH3:3])[CH3:2].CC([O-])=O.[Na+].O, predict the reaction product. The product is: [C:1]([O:5][C:6](=[O:7])[N:8]([CH3:21])[C@@H:9]1[CH2:13][CH2:12][C@H:11]([C:14]2[O:16][N:17]=[C:18]([CH3:19])[N:20]=2)[CH2:10]1)([CH3:4])([CH3:3])[CH3:2]. (4) Given the reactants [CH2:1]([O:3][C:4](=[O:17])[CH2:5][O:6][C:7]1[CH:12]=[CH:11][C:10](Br)=[CH:9][C:8]=1[N+:14]([O-:16])=[O:15])[CH3:2].[C:18]([C:20]1[CH:25]=[CH:24][CH:23]=[C:22]([F:26])[CH:21]=1)#[CH:19].C(N(CC)CC)C, predict the reaction product. The product is: [CH2:1]([O:3][C:4](=[O:17])[CH2:5][O:6][C:7]1[CH:12]=[CH:11][C:10]([C:19]#[C:18][C:20]2[CH:25]=[CH:24][CH:23]=[C:22]([F:26])[CH:21]=2)=[CH:9][C:8]=1[N+:14]([O-:16])=[O:15])[CH3:2]. (5) Given the reactants FC1C=CC(C(Cl)=O)=CC=1.[CH3:11][O:12][C:13]1[CH:14]=[C:15]2[C:20](=[CH:21][C:22]=1[O:23][CH3:24])[N:19]=[CH:18][CH:17]=[C:16]2[O:25][C:26]1[CH:32]=[CH:31][C:29]([NH2:30])=[C:28]([F:33])[CH:27]=1.[F:34][C:35]1[CH:40]=[CH:39][C:38]([C:41]([N:43]=[C:44]=[S:45])=[O:42])=[CH:37][CH:36]=1, predict the reaction product. The product is: [F:34][C:35]1[CH:36]=[CH:37][C:38]([C:41]([N:43]=[C:44]=[S:45])=[O:42])=[CH:39][CH:40]=1.[CH3:11][O:12][C:13]1[CH:14]=[C:15]2[C:20](=[CH:21][C:22]=1[O:23][CH3:24])[N:19]=[CH:18][CH:17]=[C:16]2[O:25][C:26]1[CH:32]=[CH:31][C:29]([NH:30][C:44]([NH:43][C:41](=[O:42])[C:38]2[CH:39]=[CH:40][C:35]([F:34])=[CH:36][CH:37]=2)=[S:45])=[C:28]([F:33])[CH:27]=1.